This data is from Reaction yield outcomes from USPTO patents with 853,638 reactions. The task is: Predict the reaction yield, written as a fraction of the theoretical maximum amount of product (1.0 means a 100% yield; for example, 0.34 means a 34% yield). (1) The reactants are [Cl:1][C:2]1[CH:11]=[CH:10][C:9]2[N:8]=[C:7]3[C:12](=[O:16])[NH:13][CH:14]=[N:15][C:6]3=[C:5]([C:17]([F:20])([F:19])[F:18])[C:4]=2[CH:3]=1.[Li][CH2:22][CH2:23][CH2:24][CH3:25]. The catalyst is C1COCC1.CN(CCN(C)C)C. The product is [CH2:22]([C:5]1([C:17]([F:18])([F:20])[F:19])[C:4]2[CH:3]=[C:2]([Cl:1])[CH:11]=[CH:10][C:9]=2[NH:8][C:7]2[C:12](=[O:16])[NH:13][CH:14]=[N:15][C:6]1=2)[CH2:23][CH2:24][CH3:25]. The yield is 0.340. (2) The reactants are [CH3:1][C:2]([CH3:18])([O:4][C:5]([NH:7][C@@H:8]1[C:16]2[C:11](=[CH:12][CH:13]=[CH:14][CH:15]=2)[CH2:10][C@@H:9]1[OH:17])=[O:6])[CH3:3].C(N(CC)CC)C.[CH3:26][S:27](Cl)(=[O:29])=[O:28]. The catalyst is C(Cl)Cl. The product is [CH3:3][C:2]([CH3:18])([O:4][C:5]([NH:7][C@@H:8]1[C:16]2[C:11](=[CH:12][CH:13]=[CH:14][CH:15]=2)[CH2:10][C@@H:9]1[O:17][S:27]([CH3:26])(=[O:29])=[O:28])=[O:6])[CH3:1]. The yield is 0.980. (3) The catalyst is ClCCl. The reactants are [CH3:1][O:2][C:3]1[CH:4]=[C:5]([CH:15]=[CH:16][C:17]=1[O:18][CH2:19][C:20]1[CH:21]=[N:22][C:23]([O:26][CH3:27])=[CH:24][CH:25]=1)[CH2:6][NH:7]C(=O)OC(C)(C)C.FC(F)(F)C(O)=O. The product is [CH3:1][O:2][C:3]1[CH:4]=[C:5]([CH2:6][NH2:7])[CH:15]=[CH:16][C:17]=1[O:18][CH2:19][C:20]1[CH:21]=[N:22][C:23]([O:26][CH3:27])=[CH:24][CH:25]=1. The yield is 0.920. (4) The reactants are O=[CH:2][C:3]([OH:5])=[O:4].[CH3:6][N:7]([S:22]([C:25]1[S:26][CH:27]=[CH:28][CH:29]=1)(=[O:24])=[O:23])[C:8]1[CH:9]=[CH:10][CH:11]=[C:12]2[C:16]=1[NH:15][C:14]([C:17]([NH:19][NH:20]O)=O)=[CH:13]2.COC1C=CC(P2(SP(C3C=CC(OC)=CC=3)(=S)S2)=[S:39])=CC=1.O1[CH2:56][CH2:55]CC1. No catalyst specified. The product is [CH3:6][N:7]([S:22]([C:25]1[S:26][CH:27]=[CH:28][CH:29]=1)(=[O:24])=[O:23])[C:8]1[CH:9]=[CH:10][CH:11]=[C:12]2[C:16]=1[NH:15][C:14]([C:17]1[S:39][C:2]([C:3]([O:5][CH2:55][CH3:56])=[O:4])=[N:20][N:19]=1)=[CH:13]2. The yield is 0.680. (5) The reactants are COC[O:4][C:5]1[CH:6]=[C:7]([CH:15]=[CH:16][C:17]2[CH:18]=[CH:19][C:20]([C:23]3[CH:28]=[CH:27][CH:26]=[CH:25][N:24]=3)=[N:21][CH:22]=2)[CH:8]=[CH:9][C:10]=1[O:11]COC.Cl.O.[OH-].[Na+]. The catalyst is CO. The product is [OH:4][C:5]1[CH:6]=[C:7]([CH:15]=[CH:16][C:17]2[CH:18]=[CH:19][C:20]([C:23]3[CH:28]=[CH:27][CH:26]=[CH:25][N:24]=3)=[N:21][CH:22]=2)[CH:8]=[CH:9][C:10]=1[OH:11]. The yield is 0.853. (6) The reactants are C[O:2][C:3](=O)[C:4]1[CH:9]=[CH:8][CH:7]=[C:6]([NH:10][S:11]([CH2:14][CH2:15][CH3:16])(=[O:13])=[O:12])[C:5]=1[F:17].[AlH4-].[Li+]. The catalyst is O1CCCC1. The product is [F:17][C:5]1[C:4]([CH2:3][OH:2])=[CH:9][CH:8]=[CH:7][C:6]=1[NH:10][S:11]([CH2:14][CH2:15][CH3:16])(=[O:13])=[O:12]. The yield is 0.879. (7) The reactants are [OH:1][C:2]1[CH:3]=[C:4]2[C:8](=[CH:9][CH:10]=1)[N:7]([CH3:11])[C:6]([C:12]([O:14][CH2:15][CH3:16])=[O:13])=[CH:5]2.[CH2:17](I)[CH2:18][CH3:19].C(=O)([O-])[O-].[Cs+].[Cs+]. The catalyst is CN(C)C=O. The product is [CH3:11][N:7]1[C:8]2[C:4](=[CH:3][C:2]([O:1][CH2:17][CH2:18][CH3:19])=[CH:10][CH:9]=2)[CH:5]=[C:6]1[C:12]([O:14][CH2:15][CH3:16])=[O:13]. The yield is 0.550. (8) The reactants are [C:1]12([CH2:13][CH2:14][CH2:15][N:16](C(OC(C)(C)C)=O)C(OC(C)(C)C)=O)[BH:12][CH:9]([BH:10][BH:11]1)[BH:8][BH:7][BH:6][BH:5][BH:4][BH:3][BH:2]2. The catalyst is Cl.CCOC(C)=O. The product is [C:1]12([CH2:13][CH2:14][CH2:15][NH2:16])[BH:12][CH:9]([BH:10][BH:11]1)[BH:8][BH:7][BH:6][BH:5][BH:4][BH:3][BH:2]2. The yield is 0.760.